This data is from Reaction yield outcomes from USPTO patents with 853,638 reactions. The task is: Predict the reaction yield, written as a fraction of the theoretical maximum amount of product (1.0 means a 100% yield; for example, 0.34 means a 34% yield). (1) The reactants are [C:1]([C:3]1[CH:26]=[CH:25][C:6]([CH2:7][N:8]2[CH2:17][C@H:16]3[N:12]([CH2:13][CH2:14][CH2:15]3)[C:11]3[N:18]=[C:19](SC)[N:20]=[CH:21][C:10]=3[C:9]2=[O:24])=[CH:5][CH:4]=1)#[N:2].ClC1C=CC=C(C(OO)=O)C=1.C(=O)(O)[O-].[Na+].[CH2:43]([NH2:45])[CH3:44].C1COCC1. The catalyst is ClCCl. The product is [C:1]([C:3]1[CH:26]=[CH:25][C:6]([CH2:7][N:8]2[CH2:17][C@H:16]3[N:12]([CH2:13][CH2:14][CH2:15]3)[C:11]3[N:18]=[C:19]([NH:45][CH2:43][CH3:44])[N:20]=[CH:21][C:10]=3[C:9]2=[O:24])=[CH:5][CH:4]=1)#[N:2]. The yield is 0.670. (2) The reactants are FC(F)(F)C1C=C(NC(=O)NC2C=CC(C3SC(CCC(O)=O)=NC=3)=CC=2)C=CC=1.[Cl:31][C:32]1[CH:37]=[CH:36][C:35]([NH:38][C:39](=[O:62])[NH:40][C:41]2[CH:46]=[CH:45][C:44]([C:47]3[S:51][C:50]([CH:52]4[CH2:57][CH2:56][CH:55]([C:58]([O:60]C)=[O:59])[CH2:54][CH2:53]4)=[N:49][CH:48]=3)=[CH:43][CH:42]=2)=[CH:34][CH:33]=1. No catalyst specified. The product is [Cl:31][C:32]1[CH:33]=[CH:34][C:35]([NH:38][C:39](=[O:62])[NH:40][C:41]2[CH:42]=[CH:43][C:44]([C:47]3[S:51][C:50]([CH:52]4[CH2:53][CH2:54][CH:55]([C:58]([OH:60])=[O:59])[CH2:56][CH2:57]4)=[N:49][CH:48]=3)=[CH:45][CH:46]=2)=[CH:36][CH:37]=1. The yield is 0.900.